This data is from NCI-60 drug combinations with 297,098 pairs across 59 cell lines. The task is: Regression. Given two drug SMILES strings and cell line genomic features, predict the synergy score measuring deviation from expected non-interaction effect. (1) Drug 1: CC(C1=C(C=CC(=C1Cl)F)Cl)OC2=C(N=CC(=C2)C3=CN(N=C3)C4CCNCC4)N. Drug 2: C1CNP(=O)(OC1)N(CCCl)CCCl. Cell line: SNB-19. Synergy scores: CSS=8.47, Synergy_ZIP=-1.10, Synergy_Bliss=1.35, Synergy_Loewe=-3.30, Synergy_HSA=0.973. (2) Drug 1: C1=NC2=C(N1)C(=S)N=C(N2)N. Drug 2: CC1=C(C=C(C=C1)C(=O)NC2=CC(=CC(=C2)C(F)(F)F)N3C=C(N=C3)C)NC4=NC=CC(=N4)C5=CN=CC=C5. Cell line: MDA-MB-435. Synergy scores: CSS=17.9, Synergy_ZIP=-3.55, Synergy_Bliss=3.66, Synergy_Loewe=-3.32, Synergy_HSA=0.754. (3) Drug 1: C1C(C(OC1N2C=NC3=C(N=C(N=C32)Cl)N)CO)O. Drug 2: CC1=C(N=C(N=C1N)C(CC(=O)N)NCC(C(=O)N)N)C(=O)NC(C(C2=CN=CN2)OC3C(C(C(C(O3)CO)O)O)OC4C(C(C(C(O4)CO)O)OC(=O)N)O)C(=O)NC(C)C(C(C)C(=O)NC(C(C)O)C(=O)NCCC5=NC(=CS5)C6=NC(=CS6)C(=O)NCCC[S+](C)C)O. Cell line: MDA-MB-435. Synergy scores: CSS=32.1, Synergy_ZIP=-10.4, Synergy_Bliss=-2.28, Synergy_Loewe=-5.22, Synergy_HSA=-0.194. (4) Drug 1: CC1=C(C=C(C=C1)NC(=O)C2=CC=C(C=C2)CN3CCN(CC3)C)NC4=NC=CC(=N4)C5=CN=CC=C5. Drug 2: CC12CCC3C(C1CCC2OP(=O)(O)O)CCC4=C3C=CC(=C4)OC(=O)N(CCCl)CCCl.[Na+]. Cell line: SF-268. Synergy scores: CSS=4.23, Synergy_ZIP=0.956, Synergy_Bliss=2.70, Synergy_Loewe=-0.712, Synergy_HSA=-0.670. (5) Drug 1: C1=CC(=CC=C1CC(C(=O)O)N)N(CCCl)CCCl.Cl. Drug 2: C1=NC(=NC(=O)N1C2C(C(C(O2)CO)O)O)N. Cell line: U251. Synergy scores: CSS=27.8, Synergy_ZIP=-7.03, Synergy_Bliss=-1.25, Synergy_Loewe=-1.89, Synergy_HSA=-1.89. (6) Synergy scores: CSS=90.7, Synergy_ZIP=8.61, Synergy_Bliss=8.61, Synergy_Loewe=9.28, Synergy_HSA=11.8. Drug 1: COC1=CC(=CC(=C1O)OC)C2C3C(COC3=O)C(C4=CC5=C(C=C24)OCO5)OC6C(C(C7C(O6)COC(O7)C8=CC=CS8)O)O. Drug 2: C1=CC(=CC=C1CCCC(=O)O)N(CCCl)CCCl. Cell line: HL-60(TB). (7) Drug 1: C1CC(C1)(C(=O)O)C(=O)O.[NH2-].[NH2-].[Pt+2]. Drug 2: C1=CN(C=N1)CC(O)(P(=O)(O)O)P(=O)(O)O. Cell line: MCF7. Synergy scores: CSS=4.15, Synergy_ZIP=-3.10, Synergy_Bliss=-1.86, Synergy_Loewe=-2.24, Synergy_HSA=-1.85.